From a dataset of Full USPTO retrosynthesis dataset with 1.9M reactions from patents (1976-2016). Predict the reactants needed to synthesize the given product. (1) Given the product [NH:6]1[C:7]2[C:3](=[C:2]([O:1][CH:16]3[CH2:12][CH2:13][N:14]([C:17]([O:19][C:20]([CH3:23])([CH3:22])[CH3:21])=[O:18])[CH2:15]3)[CH:10]=[CH:9][CH:8]=2)[CH:4]=[CH:5]1, predict the reactants needed to synthesize it. The reactants are: [OH:1][C:2]1[CH:10]=[CH:9][CH:8]=[C:7]2[C:3]=1[CH:4]=[CH:5][NH:6]2.O[CH:12]1[CH2:16][CH2:15][N:14]([C:17]([O:19][C:20]([CH3:23])([CH3:22])[CH3:21])=[O:18])[CH2:13]1.C1(P(C2C=CC=CC=2)C2C=CC=CC=2)C=CC=CC=1.N(C(OCC)=O)=NC(OCC)=O. (2) Given the product [Cl:4][C:5]1[CH:6]=[C:7]([CH:10]=[CH:11][CH:12]=1)[CH:8]=[N:2][OH:3], predict the reactants needed to synthesize it. The reactants are: Cl.[NH2:2][OH:3].[Cl:4][C:5]1[CH:6]=[C:7]([CH:10]=[CH:11][CH:12]=1)[CH:8]=O.[OH-].[Na+].